From a dataset of Forward reaction prediction with 1.9M reactions from USPTO patents (1976-2016). Predict the product of the given reaction. (1) Given the reactants [CH3:1][P:2]([C:5]1[CH:10]=[CH:9][C:8]([N:11]2[C:15]([C:16]([O:18]CC)=[O:17])=[CH:14][C:13]([Si:21]([CH3:24])([CH3:23])[CH3:22])=[N:12]2)=[CH:7][CH:6]=1)([CH3:4])=[O:3].[OH-].[Na+], predict the reaction product. The product is: [CH3:4][P:2]([C:5]1[CH:6]=[CH:7][C:8]([N:11]2[C:15]([C:16]([OH:18])=[O:17])=[CH:14][C:13]([Si:21]([CH3:24])([CH3:23])[CH3:22])=[N:12]2)=[CH:9][CH:10]=1)([CH3:1])=[O:3]. (2) Given the reactants [CH3:1][O:2][C:3](=[O:43])/[CH:4]=[CH:5]/[C:6]1[CH:11]=[C:10]([O:12][C:13]2[CH:18]=[CH:17][C:16]([NH:19][C:20](=[O:27])[C:21]3[CH:26]=[CH:25][CH:24]=[CH:23][CH:22]=3)=[CH:15][CH:14]=2)[CH:9]=[CH:8][C:7]=1[NH:28][S:29]([C:32]1[CH:37]=[CH:36][C:35]([O:38][CH2:39][CH2:40][CH2:41][CH3:42])=[CH:34][CH:33]=1)(=[O:31])=[O:30], predict the reaction product. The product is: [CH3:1][O:2][C:3](=[O:43])[CH2:4][CH2:5][C:6]1[CH:11]=[C:10]([O:12][C:13]2[CH:14]=[CH:15][C:16]([NH:19][C:20](=[O:27])[C:21]3[CH:26]=[CH:25][CH:24]=[CH:23][CH:22]=3)=[CH:17][CH:18]=2)[CH:9]=[CH:8][C:7]=1[NH:28][S:29]([C:32]1[CH:33]=[CH:34][C:35]([O:38][CH2:39][CH2:40][CH2:41][CH3:42])=[CH:36][CH:37]=1)(=[O:31])=[O:30]. (3) Given the reactants [CH3:1][C:2]1[C:11]([N+:12]([O-:14])=[O:13])=[CH:10][CH:9]=[CH:8][C:3]=1[C:4]([O:6][CH3:7])=[O:5].CO[CH:17](OC)[N:18]([CH3:20])[CH3:19].O, predict the reaction product. The product is: [CH3:17][N:18]([CH3:20])[CH:19]=[CH:1][C:2]1[C:11]([N+:12]([O-:14])=[O:13])=[CH:10][CH:9]=[CH:8][C:3]=1[C:4]([O:6][CH3:7])=[O:5]. (4) Given the reactants [CH2:1]1[C:4]2([CH2:7][N:6]([C:8]3[N:13]=[C:12]([NH:14]C(=O)OC(C)(C)C)[CH:11]=[CH:10][CH:9]=3)[CH2:5]2)[CH2:3][O:2]1.C(O)(C(F)(F)F)=O, predict the reaction product. The product is: [CH2:3]1[C:4]2([CH2:5][N:6]([C:8]3[N:13]=[C:12]([NH2:14])[CH:11]=[CH:10][CH:9]=3)[CH2:7]2)[CH2:1][O:2]1. (5) Given the reactants Cl.[CH3:2][CH:3]([O:5][C:6]1[CH:11]=[CH:10][C:9]([C:12]2[C:16]([CH:17]=[O:18])=[CH:15][NH:14][N:13]=2)=[CH:8][CH:7]=1)[CH3:4].C([O-])([O-])=O.[K+].[K+].Br[CH2:26][CH2:27][O:28][CH3:29].O, predict the reaction product. The product is: [CH:3]([O:5][C:6]1[CH:11]=[CH:10][C:9]([C:12]2[C:16]([CH:17]=[O:18])=[CH:15][N:14]([CH2:26][CH2:27][O:28][CH3:29])[N:13]=2)=[CH:8][CH:7]=1)([CH3:2])[CH3:4]. (6) Given the reactants Br[C:2]1[S:6][C:5]([C:7]2[CH:12]=[CH:11][C:10]([O:13][CH:14]([CH3:16])[CH3:15])=[C:9]([Cl:17])[CH:8]=2)=[N:4][CH:3]=1.[CH2:18]([C:20]1[C:27](B2OC(C)(C)C(C)(C)O2)=[CH:26][CH:25]=[CH:24][C:21]=1[CH:22]=[O:23])[CH3:19].P([O-])([O-])([O-])=O.[K+].[K+].[K+], predict the reaction product. The product is: [Cl:17][C:9]1[CH:8]=[C:7]([C:5]2[S:6][C:2]([C:27]3[C:20]([CH2:18][CH3:19])=[C:21]([CH:24]=[CH:25][CH:26]=3)[CH:22]=[O:23])=[CH:3][N:4]=2)[CH:12]=[CH:11][C:10]=1[O:13][CH:14]([CH3:16])[CH3:15].